This data is from Full USPTO retrosynthesis dataset with 1.9M reactions from patents (1976-2016). The task is: Predict the reactants needed to synthesize the given product. (1) Given the product [CH3:3][C:1]([C:5]1[CH:6]=[CH:7][C:8]([C:11]2[C:19]3[C:14](=[CH:15][CH:16]=[CH:17][CH:18]=3)[N:13]([CH2:37][C:33]3[CH:34]=[CH:35][CH:36]=[C:31]([N:45]4[CH2:50][CH2:49][NH:48][CH2:47][CH2:46]4)[CH:32]=3)[C:12]=2[C:20]([O:22][CH2:23][C:24]2[CH:29]=[CH:28][CH:27]=[CH:26][CH:25]=2)=[O:21])=[CH:9][CH:10]=1)([CH3:4])[CH3:2], predict the reactants needed to synthesize it. The reactants are: [C:1]([C:5]1[CH:10]=[CH:9][C:8]([C:11]2[C:19]3[C:14](=[CH:15][CH:16]=[CH:17][CH:18]=3)[NH:13][C:12]=2[C:20]([O:22][CH2:23][C:24]2[CH:29]=[CH:28][CH:27]=[CH:26][CH:25]=2)=[O:21])=[CH:7][CH:6]=1)([CH3:4])([CH3:3])[CH3:2].Br[C:31]1[CH:36]=[CH:35][CH:34]=[C:33]([CH2:37]Br)[CH:32]=1.C([O-])([O-])=O.[K+].[K+].[N:45]1(C(OC(C)(C)C)=O)[CH2:50][CH2:49][NH:48][CH2:47][CH2:46]1.C(P(C(C)(C)C)C(C)(C)C)(C)(C)C.CC([O-])(C)C.[Na+]. (2) Given the product [Cl:1][C:2]1[CH:7]=[CH:6][C:5]([C:8]2[O:12][C:11]([CH3:13])=[C:10]([CH2:14][OH:15])[CH:9]=2)=[CH:4][CH:3]=1, predict the reactants needed to synthesize it. The reactants are: [Cl:1][C:2]1[CH:7]=[CH:6][C:5]([C:8]2[O:12][C:11]([CH3:13])=[C:10]([C:14](O)=[O:15])[CH:9]=2)=[CH:4][CH:3]=1.[Si](C=[N+]=[N-])(C)(C)C. (3) The reactants are: [CH2:1]([N:4]1[CH2:9][CH2:8][O:7][CH2:6][CH2:5]1)[CH:2]=[CH2:3].[N+:10]([CH2:13][CH2:14][O:15][CH:16]1[CH2:21][CH2:20][CH2:19][CH2:18][O:17]1)([O-])=[O:11].C1(N=C=O)C=CC=CC=1.C(N(CC)CC)C. Given the product [O:17]1[CH2:18][CH2:19][CH2:20][CH2:21][CH:16]1[O:15][CH2:14][C:13]1[CH2:3][CH:2]([CH2:1][N:4]2[CH2:9][CH2:8][O:7][CH2:6][CH2:5]2)[O:11][N:10]=1, predict the reactants needed to synthesize it. (4) Given the product [OH:16][CH2:15][CH2:14][NH:13][C:2]([NH:1][CH:4]1[C:12]2[C:7](=[CH:8][CH:9]=[CH:10][CH:11]=2)[CH2:6][CH2:5]1)=[S:3], predict the reactants needed to synthesize it. The reactants are: [N:1]([CH:4]1[C:12]2[C:7](=[CH:8][CH:9]=[CH:10][CH:11]=2)[CH2:6][CH2:5]1)=[C:2]=[S:3].[NH2:13][CH2:14][CH2:15][OH:16]. (5) Given the product [CH3:11][O:12][C:13]1[CH:18]=[CH:17][C:16]([C:2]2[S:6][N:5]=[C:4]([C:7]([F:10])([F:9])[F:8])[N:3]=2)=[CH:15][C:14]=1[CH3:22], predict the reactants needed to synthesize it. The reactants are: Cl[C:2]1[S:6][N:5]=[C:4]([C:7]([F:10])([F:9])[F:8])[N:3]=1.[CH3:11][O:12][C:13]1[CH:18]=[CH:17][C:16](B(O)O)=[CH:15][C:14]=1[CH3:22].O. (6) Given the product [C:63]([O:62][C:60]([NH:40][CH:41]([C:50](=[O:51])[NH:12][CH2:11][C:10]([CH3:14])([CH3:13])[CH2:9][CH2:8][CH2:7][CH2:6][O:5][C:4]1[CH:15]=[C:16]([O:25][CH2:26][C:27]2[CH:32]=[CH:31][CH:30]=[CH:29][CH:28]=2)[C:17]([C:19]2[CH:20]=[CH:21][CH:22]=[CH:23][CH:24]=2)=[CH:18][C:3]=1[CH2:1][CH3:2])[CH2:42][C:43]([O:44][C:45]([CH3:48])([CH3:47])[CH3:46])=[O:49])=[O:61])([CH3:65])([CH3:64])[CH3:66], predict the reactants needed to synthesize it. The reactants are: [CH2:1]([C:3]1[CH:18]=[C:17]([C:19]2[CH:24]=[CH:23][CH:22]=[CH:21][CH:20]=2)[C:16]([O:25][CH2:26][C:27]2[CH:32]=[CH:31][CH:30]=[CH:29][CH:28]=2)=[CH:15][C:4]=1[O:5][CH2:6][CH2:7][CH2:8][CH2:9][C:10]([CH3:14])([CH3:13])[CH2:11][NH2:12])[CH3:2].C(N(CC)CC)C.[NH:40]([C:60]([O:62][C:63]([CH3:66])([CH3:65])[CH3:64])=[O:61])[C@H:41]([C:50](ON1C(=O)CCC1=O)=[O:51])[CH2:42][C:43](=[O:49])[O:44][C:45]([CH3:48])([CH3:47])[CH3:46]. (7) Given the product [CH3:13][NH:14][C:2]1[C:7]([CH:8]=[O:9])=[CH:6][N:5]=[C:4]2[NH:10][CH:11]=[CH:12][C:3]=12, predict the reactants needed to synthesize it. The reactants are: Cl[C:2]1[C:7]([CH:8]=[O:9])=[CH:6][N:5]=[C:4]2[NH:10][CH:11]=[CH:12][C:3]=12.[CH3:13][NH2:14]. (8) The reactants are: [Cl:1][C:2]1[CH:7]=[CH:6][N:5]=[C:4]2[N:8]([S:27]([C:30]3[CH:35]=[CH:34][C:33]([CH3:36])=[CH:32][CH:31]=3)(=[O:29])=[O:28])[C:9]([C:11]3[C:19]4[C:14](=[CH:15][C:16]([O:22][CH2:23][CH2:24]Cl)=[C:17]([O:20][CH3:21])[CH:18]=4)[N:13]([CH3:26])[CH:12]=3)=[CH:10][C:3]=12.[I-:37].[Na+]. Given the product [Cl:1][C:2]1[CH:7]=[CH:6][N:5]=[C:4]2[N:8]([S:27]([C:30]3[CH:35]=[CH:34][C:33]([CH3:36])=[CH:32][CH:31]=3)(=[O:29])=[O:28])[C:9]([C:11]3[C:19]4[C:14](=[CH:15][C:16]([O:22][CH2:23][CH2:24][I:37])=[C:17]([O:20][CH3:21])[CH:18]=4)[N:13]([CH3:26])[CH:12]=3)=[CH:10][C:3]=12, predict the reactants needed to synthesize it. (9) The reactants are: Cl.[CH3:2][S:3]([C:6]1[CH:24]=[CH:23][C:9]([O:10][CH2:11][C:12]2[N:13]=[C:14]([N:17]3[CH2:22][CH2:21][NH:20][CH2:19][CH2:18]3)[S:15][CH:16]=2)=[CH:8][CH:7]=1)(=[O:5])=[O:4].CCN(C(C)C)C(C)C.[CH2:34]([S:38](Cl)(=[O:40])=[O:39])[CH:35]([CH3:37])[CH3:36]. Given the product [CH3:2][S:3]([C:6]1[CH:7]=[CH:8][C:9]([O:10][CH2:11][C:12]2[N:13]=[C:14]([N:17]3[CH2:22][CH2:21][N:20]([S:38]([CH2:34][CH:35]([CH3:37])[CH3:36])(=[O:40])=[O:39])[CH2:19][CH2:18]3)[S:15][CH:16]=2)=[CH:23][CH:24]=1)(=[O:5])=[O:4], predict the reactants needed to synthesize it.